Dataset: Full USPTO retrosynthesis dataset with 1.9M reactions from patents (1976-2016). Task: Predict the reactants needed to synthesize the given product. (1) Given the product [O:7]1[C:11]2[CH:12]=[CH:13][C:14]([N:16]3[C:24]4[C:23]5[CH:25]=[C:26]([NH:29][C:30]([C:32]6[C:37]([Cl:38])=[CH:36][CH:35]=[C:34]([N:1]7[CH2:6][CH2:5][O:4][CH2:3][CH2:2]7)[N:33]=6)=[O:31])[CH:27]=[CH:28][C:22]=5[CH2:21][CH2:20][C:19]=4[C:18]([C:40]([NH2:42])=[O:41])=[N:17]3)=[CH:15][C:10]=2[O:9][CH2:8]1, predict the reactants needed to synthesize it. The reactants are: [NH:1]1[CH2:6][CH2:5][O:4][CH2:3][CH2:2]1.[O:7]1[C:11]2[CH:12]=[CH:13][C:14]([N:16]3[C:24]4[C:23]5[CH:25]=[C:26]([NH:29][C:30]([C:32]6[C:37]([Cl:38])=[CH:36][CH:35]=[C:34](Cl)[N:33]=6)=[O:31])[CH:27]=[CH:28][C:22]=5[CH2:21][CH2:20][C:19]=4[C:18]([C:40]([NH2:42])=[O:41])=[N:17]3)=[CH:15][C:10]=2[O:9][CH2:8]1.CCO. (2) Given the product [CH3:17][O:18][C:19]1[CH:24]=[CH:23][C:22](/[CH:25]=[N:26]/[N:27]2[C:7]([C:1]3[CH:6]=[CH:5][CH:4]=[CH:3][CH:2]=3)=[C:9]([C:10]3[CH:15]=[CH:14][CH:13]=[CH:12][CH:11]=3)[N:29]=[C:28]2[NH2:30])=[CH:21][CH:20]=1, predict the reactants needed to synthesize it. The reactants are: [C:1]1([C:7]([CH:9](Br)[C:10]2[CH:15]=[CH:14][CH:13]=[CH:12][CH:11]=2)=O)[CH:6]=[CH:5][CH:4]=[CH:3][CH:2]=1.[CH3:17][O:18][C:19]1[CH:24]=[CH:23][C:22](/[CH:25]=[N:26]/[NH:27][C:28](=[NH:30])[NH2:29])=[CH:21][CH:20]=1. (3) Given the product [CH3:1][O:2][C:3]1[CH:4]=[C:5]2[C:10](=[CH:11][CH:12]=1)[N:9]=[CH:8][C:7]([C:13]([OH:15])=[O:14])=[CH:6]2, predict the reactants needed to synthesize it. The reactants are: [CH3:1][O:2][C:3]1[CH:4]=[C:5]2[C:10](=[CH:11][CH:12]=1)[N:9]=[CH:8][C:7]([C:13]([O:15]CC)=[O:14])=[CH:6]2.[OH-].[Na+]. (4) Given the product [F:1][C:2]1[CH:3]=[N:4][C:5]2[C:10]([C:11]=1[CH2:12][CH2:13][N:14]1[CH2:15][CH:16]([CH2:18][NH:19][CH2:33][C:30]3[CH:31]=[CH:32][C:26]4[S:25][CH2:24][C:23](=[O:22])[NH:28][C:27]=4[N:29]=3)[CH2:17]1)=[N:9][C:8]([O:20][CH3:21])=[CH:7][CH:6]=2, predict the reactants needed to synthesize it. The reactants are: [F:1][C:2]1[CH:3]=[N:4][C:5]2[C:10]([C:11]=1[CH2:12][CH2:13][N:14]1[CH2:17][CH:16]([CH2:18][NH2:19])[CH2:15]1)=[N:9][C:8]([O:20][CH3:21])=[CH:7][CH:6]=2.[O:22]=[C:23]1[NH:28][C:27]2[N:29]=[C:30]([CH:33]=O)[CH:31]=[CH:32][C:26]=2[S:25][CH2:24]1.[BH4-].[Na+].